From a dataset of Forward reaction prediction with 1.9M reactions from USPTO patents (1976-2016). Predict the product of the given reaction. (1) Given the reactants [Cl:1][C:2]1[CH:3]=[CH:4][C:5]([N+:9]([O-:11])=[O:10])=[C:6]([CH:8]=1)[NH2:7].[I:12]N1C(=O)CCC1=O, predict the reaction product. The product is: [Cl:1][C:2]1[C:3]([I:12])=[CH:4][C:5]([N+:9]([O-:11])=[O:10])=[C:6]([CH:8]=1)[NH2:7]. (2) Given the reactants [Br:1][C:2]1[CH:3]=[C:4]([C:7]2[CH:12]=[CH:11]N=C[CH:8]=2)[S:5][CH:6]=1.BrC1SC=C(Br)C=1.[N:20]1C=CC=C(B(O)O)[CH:21]=1, predict the reaction product. The product is: [Br:1][C:2]1[CH:3]=[C:4]([C:7]2[CH:8]=[N:20][CH:21]=[CH:11][CH:12]=2)[S:5][CH:6]=1. (3) Given the reactants NC(C1C=CC(Cl)=CC=1)(C)C(O)=O.[Cl:14][C:15]1[CH:20]=[CH:19][C:18]([C:21]2([CH3:27])[CH2:25][O:24][C:23]([NH2:26])=[N:22]2)=[CH:17][CH:16]=1, predict the reaction product. The product is: [Cl:14][C:15]1[CH:16]=[CH:17][C:18]([C@@:21]2([CH3:27])[CH2:25][O:24][C:23]([NH2:26])=[N:22]2)=[CH:19][CH:20]=1. (4) Given the reactants [CH2:1]([S:4](Cl)(=[O:6])=[O:5])[CH2:2][CH3:3].[NH2:8][C:9]1[CH:35]=[CH:34][C:12]([C:13]([C:15]2[N:19]3[CH:20]=[CH:21][CH:22]=[CH:23][C:18]3=[C:17]([C:24]3[CH:25]=[C:26]([CH:31]=[CH:32][CH:33]=3)[C:27]([O:29][CH3:30])=[O:28])[N:16]=2)=[O:14])=[CH:11][C:10]=1[O:36][CH3:37], predict the reaction product. The product is: [CH3:37][O:36][C:10]1[CH:11]=[C:12]([CH:34]=[CH:35][C:9]=1[NH:8][S:4]([CH2:1][CH2:2][CH3:3])(=[O:6])=[O:5])[C:13]([C:15]1[N:19]2[CH:20]=[CH:21][CH:22]=[CH:23][C:18]2=[C:17]([C:24]2[CH:25]=[C:26]([CH:31]=[CH:32][CH:33]=2)[C:27]([O:29][CH3:30])=[O:28])[N:16]=1)=[O:14]. (5) Given the reactants CCCP(O)(O)=O.Cl.[Cl:9][C:10]1[CH:15]=[C:14]([CH3:16])[C:13]([CH:17]2[CH2:22][CH2:21][CH2:20][NH:19][CH2:18]2)=[C:12]([CH3:23])[CH:11]=1.C(N(CC)CC)C.[CH3:31][N:32]([CH3:42])[C:33]1[CH:34]=[C:35]([CH:39]=[CH:40][N:41]=1)[C:36](O)=[O:37], predict the reaction product. The product is: [Cl:9][C:10]1[CH:15]=[C:14]([CH3:16])[C:13]([CH:17]2[CH2:22][CH2:21][CH2:20][N:19]([C:36]([C:35]3[CH:39]=[CH:40][N:41]=[C:33]([N:32]([CH3:42])[CH3:31])[CH:34]=3)=[O:37])[CH2:18]2)=[C:12]([CH3:23])[CH:11]=1. (6) Given the reactants [I-].[K+].CS(O[CH2:8][CH2:9][O:10][C:11]1[C:19]2[C:14](=[N:15][CH:16]=[N:17][C:18]=2[NH:20][C:21]2[CH:26]=[CH:25][C:24]([O:27][C:28]3[CH:29]=[N:30][C:31]([CH3:34])=[CH:32][CH:33]=3)=[C:23]([F:35])[CH:22]=2)[NH:13][N:12]=1)(=O)=O.[OH:36][CH:37]1[CH2:42][CH2:41][NH:40][CH2:39][CH2:38]1, predict the reaction product. The product is: [F:35][C:23]1[CH:22]=[C:21]([NH:20][C:18]2[N:17]=[CH:16][N:15]=[C:14]3[NH:13][N:12]=[C:11]([O:10][CH2:9][CH2:8][N:40]4[CH2:41][CH2:42][CH:37]([OH:36])[CH2:38][CH2:39]4)[C:19]=23)[CH:26]=[CH:25][C:24]=1[O:27][C:28]1[CH:29]=[N:30][C:31]([CH3:34])=[CH:32][CH:33]=1. (7) Given the reactants [N:1]1[C:10]2[C:5](=[CH:6][C:7]([C:11]3[S:15][C:14]([NH2:16])=[N:13][N:12]=3)=[CH:8][CH:9]=2)[CH:4]=[N:3][CH:2]=1.[CH3:17][C:18]([O:21][C:22](O[C:22]([O:21][C:18]([CH3:20])([CH3:19])[CH3:17])=[O:23])=[O:23])([CH3:20])[CH3:19], predict the reaction product. The product is: [N:1]1[C:10]2[C:5](=[CH:6][C:7]([C:11]3[S:15][C:14]([NH:16][C:22](=[O:23])[O:21][C:18]([CH3:20])([CH3:19])[CH3:17])=[N:13][N:12]=3)=[CH:8][CH:9]=2)[CH:4]=[N:3][CH:2]=1. (8) Given the reactants [OH:1][C:2]1[CH:3]=[C:4]([O:9][S:10]([C:13]2[CH:18]=[CH:17][CH:16]=[C:15]([Cl:19])[C:14]=2[Cl:20])(=[O:12])=[O:11])[CH:5]=[C:6]([CH3:8])[CH:7]=1.[O:21]([C:26]([N:28]1[CH2:33][CH2:32][CH:31]([CH2:34]O)[CH2:30][CH2:29]1)=[O:27])[C:22]([CH3:25])([CH3:24])[CH3:23].C1(P(C2C=CC=CC=2)C2C=CC=CC=2)C=CC=CC=1, predict the reaction product. The product is: [C:22]([O:21][C:26]([N:28]1[CH2:33][CH2:32][CH:31]([CH2:34][O:1][C:2]2[CH:3]=[C:4]([O:9][S:10]([C:13]3[CH:18]=[CH:17][CH:16]=[C:15]([Cl:19])[C:14]=3[Cl:20])(=[O:12])=[O:11])[CH:5]=[C:6]([CH3:8])[CH:7]=2)[CH2:30][CH2:29]1)=[O:27])([CH3:25])([CH3:23])[CH3:24]. (9) Given the reactants F[C:2]1[CH:7]=[CH:6][CH:5]=[CH:4][C:3]=1[CH:8]([NH:12][C:13]([O:15][CH3:16])=[O:14])[C:9]([OH:11])=[O:10].N[CH:18](C1C=C(C)C=CC=1)C(O)=O, predict the reaction product. The product is: [CH3:16][O:15][C:13]([NH:12][CH:8]([C:3]1[CH:4]=[C:5]([CH3:18])[CH:6]=[CH:7][CH:2]=1)[C:9]([OH:11])=[O:10])=[O:14]. (10) Given the reactants [Si:1]([O:8][C@@H:9]([C@@H:35]([CH3:82])/[CH:36]=[CH:37]\[C@@H:38]([O:74][Si:75]([C:78]([CH3:81])([CH3:80])[CH3:79])([CH3:77])[CH3:76])[CH2:39][C@H:40]([O:66][Si:67]([C:70]([CH3:73])([CH3:72])[CH3:71])([CH3:69])[CH3:68])[C@H:41]([CH3:65])/[CH:42]=[CH:43]/[CH2:44][O:45][C:46]([C:59]1[CH:64]=[CH:63][CH:62]=[CH:61][CH:60]=1)([C:53]1[CH:58]=[CH:57][CH:56]=[CH:55][CH:54]=1)[C:47]1[CH:52]=[CH:51][CH:50]=[CH:49][CH:48]=1)[C@@H:10]([CH3:34])[CH2:11][CH2:12][CH2:13][CH2:14][C:15](=[O:33])[C@@H:16]([C@@H:18]1[C@@H:23]([CH3:24])[CH2:22][O:21][CH:20]([C:25]2[CH:30]=[CH:29][C:28]([O:31][CH3:32])=[CH:27][CH:26]=2)[O:19]1)[CH3:17])([C:4]([CH3:7])([CH3:6])[CH3:5])([CH3:3])[CH3:2], predict the reaction product. The product is: [Si:1]([O:8][C@@H:9]([C@@H:35]([CH3:82])/[CH:36]=[CH:37]\[C@@H:38]([O:74][Si:75]([C:78]([CH3:81])([CH3:80])[CH3:79])([CH3:77])[CH3:76])[CH2:39][C@H:40]([O:66][Si:67]([C:70]([CH3:73])([CH3:72])[CH3:71])([CH3:68])[CH3:69])[C@H:41]([CH3:65])/[CH:42]=[CH:43]/[CH2:44][O:45][C:46]([C:47]1[CH:52]=[CH:51][CH:50]=[CH:49][CH:48]=1)([C:59]1[CH:64]=[CH:63][CH:62]=[CH:61][CH:60]=1)[C:53]1[CH:54]=[CH:55][CH:56]=[CH:57][CH:58]=1)[C@@H:10]([CH3:34])[CH2:11][CH2:12][CH2:13][CH2:14][C@@H:15]([OH:33])[C@@H:16]([C@@H:18]1[C@@H:23]([CH3:24])[CH2:22][O:21][CH:20]([C:25]2[CH:30]=[CH:29][C:28]([O:31][CH3:32])=[CH:27][CH:26]=2)[O:19]1)[CH3:17])([C:4]([CH3:5])([CH3:6])[CH3:7])([CH3:2])[CH3:3].